The task is: Predict the reaction yield, written as a fraction of the theoretical maximum amount of product (1.0 means a 100% yield; for example, 0.34 means a 34% yield).. This data is from Reaction yield outcomes from USPTO patents with 853,638 reactions. (1) The reactants are [Cl:1][C:2]1[CH:3]=[C:4]2[CH:10]=[CH:9][NH:8][C:5]2=[N:6][CH:7]=1.[H-].[Na+].[CH3:13][C:14]([Si:17](Cl)([CH3:19])[CH3:18])([CH3:16])[CH3:15].[Cl-].[NH4+]. The catalyst is C1COCC1. The product is [C:14]([Si:17]([CH3:19])([CH3:18])[N:8]1[C:5]2=[N:6][CH:7]=[C:2]([Cl:1])[CH:3]=[C:4]2[CH:10]=[CH:9]1)([CH3:16])([CH3:15])[CH3:13]. The yield is 0.820. (2) The reactants are Cl[SiH:2]1[N:6]([C:7]([CH3:10])([CH3:9])[CH3:8])[CH:5]=[CH:4][N:3]1[C:11]([CH3:14])([CH3:13])[CH3:12].[O-:15][C:16]#[N:17].[K+]. The catalyst is O1CCCC1. The product is [C:11]([N:3]1[CH:4]=[CH:5][N:6]([C:7]([CH3:10])([CH3:9])[CH3:8])[SiH:2]1[N:17]=[C:16]=[O:15])([CH3:14])([CH3:13])[CH3:12]. The yield is 0.830. (3) The reactants are CCC(C)[BH-](C(C)CC)C(C)CC.[Li+].[CH3:15][Si:16]([CH3:25])([CH3:24])[CH:17]1[CH2:22][CH2:21][C:20](=[O:23])[CH2:19][CH2:18]1. The catalyst is C1COCC1. The product is [CH3:15][Si:16]([CH3:25])([CH3:24])[C@@H:17]1[CH2:22][CH2:21][C@H:20]([OH:23])[CH2:19][CH2:18]1. The yield is 0.510. (4) The reactants are [CH2:1]([O:3][C:4]([C:6]1[S:7][CH:8]=[C:9]([C:11]([OH:13])=O)[N:10]=1)=[O:5])[CH3:2].CN(C(ON1N=NC2C=CC=NC1=2)=[N+](C)C)C.F[P-](F)(F)(F)(F)F.CCN(C(C)C)C(C)C.[CH3:47][CH:48]1[CH2:53][CH2:52][NH:51][CH2:50][CH2:49]1. The catalyst is CN(C=O)C. The product is [CH3:47][CH:48]1[CH2:53][CH2:52][N:51]([C:11]([C:9]2[N:10]=[C:6]([C:4]([O:3][CH2:1][CH3:2])=[O:5])[S:7][CH:8]=2)=[O:13])[CH2:50][CH2:49]1. The yield is 0.270. (5) The reactants are [C:1]([O:5][C:6]([N:8]1[CH2:13][CH:12]([CH3:14])[CH2:11][CH2:10][CH:9]1[C:15]([OH:17])=O)=[O:7])([CH3:4])([CH3:3])[CH3:2].[C:18]([C:20]1[CH:21]=[C:22]([CH:27]=[CH:28][CH:29]=1)[C:23]([NH:25]O)=[NH:24])#[N:19].CCN=C=NCCCN(C)C.C1C=CC2N(O)N=NC=2C=1. The catalyst is CN(C=O)C. The product is [C:1]([O:5][C:6]([N:8]1[CH2:13][CH:12]([CH3:14])[CH2:11][CH2:10][CH:9]1[C:15]1[O:17][N:25]=[C:23]([C:22]2[CH:27]=[CH:28][CH:29]=[C:20]([C:18]#[N:19])[CH:21]=2)[N:24]=1)=[O:7])([CH3:2])([CH3:3])[CH3:4]. The yield is 0.480. (6) The reactants are C[O:2][C:3](=[O:34])[CH2:4][C:5]1[C:14]([CH3:15])=[C:13]([CH:16]2[CH2:21][CH2:20][N:19]([S:22]([CH2:25][C:26]3[CH:31]=[CH:30][C:29]([Cl:32])=[CH:28][CH:27]=3)(=[O:24])=[O:23])[CH2:18][CH2:17]2)[C:12]2[C:7](=[CH:8][CH:9]=[C:10]([F:33])[CH:11]=2)[CH:6]=1.O.[OH-].[Li+]. The catalyst is C1COCC1.O. The product is [Cl:32][C:29]1[CH:30]=[CH:31][C:26]([CH2:25][S:22]([N:19]2[CH2:20][CH2:21][CH:16]([C:13]3[C:12]4[C:7](=[CH:8][CH:9]=[C:10]([F:33])[CH:11]=4)[CH:6]=[C:5]([CH2:4][C:3]([OH:34])=[O:2])[C:14]=3[CH3:15])[CH2:17][CH2:18]2)(=[O:23])=[O:24])=[CH:27][CH:28]=1. The yield is 0.400. (7) The reactants are C(O[C:6](=O)[N:7]([C:9]1[CH:14]=[CH:13][C:12]([CH:15]=[CH:16][CH:17]=[CH:18][C:19]2[S:20][C:21]3[CH:27]=[C:26]([OH:28])[C:25]([OH:29])=[CH:24][C:22]=3[N:23]=2)=[CH:11][CH:10]=1)C)(C)(C)C.FC(F)(F)C(O)=O.C(=O)([O-])O.[Na+]. The catalyst is ClCCl.O. The product is [CH3:6][NH:7][C:9]1[CH:10]=[CH:11][C:12]([CH:15]=[CH:16][CH:17]=[CH:18][C:19]2[S:20][C:21]3[CH:27]=[C:26]([OH:28])[C:25]([OH:29])=[CH:24][C:22]=3[N:23]=2)=[CH:13][CH:14]=1. The yield is 0.580.